This data is from Forward reaction prediction with 1.9M reactions from USPTO patents (1976-2016). The task is: Predict the product of the given reaction. (1) Given the reactants Cl[C:2]1[CH:11]=[N:10][C:9]2[C:8]([C:12]([O:14][CH3:15])=[O:13])=[C:7]([O:16][CH3:17])[CH:6]=[CH:5][C:4]=2[N:3]=1.[NH2:18][C:19]1[CH:24]=[CH:23][CH:22]=[CH:21][CH:20]=1.C(=O)(O)[O-].[Na+], predict the reaction product. The product is: [CH3:17][O:16][C:7]1[CH:6]=[CH:5][C:4]2[N:3]=[C:2]([NH:18][C:19]3[CH:24]=[CH:23][CH:22]=[CH:21][CH:20]=3)[CH:11]=[N:10][C:9]=2[C:8]=1[C:12]([O:14][CH3:15])=[O:13]. (2) Given the reactants S(Cl)(Cl)=O.[F:5][C:6]1[CH:11]=[CH:10][C:9]([C:12]2[C:13](=[O:21])[C:14]([C:18]([OH:20])=[O:19])=[CH:15][NH:16][CH:17]=2)=[CH:8][CH:7]=1.[CH3:22]O, predict the reaction product. The product is: [F:5][C:6]1[CH:7]=[CH:8][C:9]([C:12]2[C:13](=[O:21])[C:14]([C:18]([O:20][CH3:22])=[O:19])=[CH:15][NH:16][CH:17]=2)=[CH:10][CH:11]=1. (3) Given the reactants [NH2:1][CH2:2][CH2:3][C:4]1[C:12]2[C:7](=[CH:8][CH:9]=[CH:10][CH:11]=2)[NH:6][CH:5]=1.C(N(CC)CC)C.[C:20](OC(=O)C)(=[O:22])[CH3:21], predict the reaction product. The product is: [NH:6]1[C:7]2[C:12](=[CH:11][CH:10]=[CH:9][CH:8]=2)[C:4]([CH2:3][CH2:2][NH:1][C:20](=[O:22])[CH3:21])=[CH:5]1. (4) Given the reactants O.[NH2:2][NH2:3].[Cl:4][C:5]1[C:14]2[C:9](=[CH:10][CH:11]=[CH:12][CH:13]=2)[C:8](Cl)=[N:7][N:6]=1, predict the reaction product. The product is: [Cl:4][C:5]1[C:14]2[C:9](=[CH:10][CH:11]=[CH:12][CH:13]=2)[C:8]([NH:2][NH2:3])=[N:7][N:6]=1. (5) Given the reactants C([N:8]([CH2:27][C@@H:28]([C:30]1[CH:35]=[CH:34][CH:33]=[C:32]([Cl:36])[CH:31]=1)[OH:29])[CH2:9][CH2:10][C:11]1[CH:16]=[CH:15][C:14]([S:17]([C:20]2[CH:21]=[C:22]([OH:26])[CH:23]=[CH:24][CH:25]=2)(=[O:19])=[O:18])=[CH:13][CH:12]=1)C1C=CC=CC=1.[H][H], predict the reaction product. The product is: [ClH:36].[Cl:36][C:32]1[CH:31]=[C:30]([C@@H:28]([OH:29])[CH2:27][NH:8][CH2:9][CH2:10][C:11]2[CH:12]=[CH:13][C:14]([S:17]([C:20]3[CH:21]=[C:22]([OH:26])[CH:23]=[CH:24][CH:25]=3)(=[O:18])=[O:19])=[CH:15][CH:16]=2)[CH:35]=[CH:34][CH:33]=1. (6) The product is: [NH2:22][C:21]1[CH:20]=[CH:19][C:18]([C:30]2[CH:31]=[CH:32][C:27]([NH:26][CH2:3][CH2:4][CH:5]3[CH2:8][CH2:9][CH2:2][N:6]3[CH3:7])=[N:28][CH:29]=2)=[CH:24][CH:23]=1. Given the reactants Br[C:2]1[CH:9]=[CH:8][C:5]([NH:6][CH3:7])=[CH:4][CH:3]=1.CC1(C)C(C)(C)OB([C:18]2[CH:24]=[CH:23][C:21]([NH2:22])=[CH:20][CH:19]=2)O1.[NH2:26][C:27]1[CH:32]=[CH:31][C:30](B2OC(C)(C)C(C)(C)O2)=[CH:29][N:28]=1, predict the reaction product. (7) Given the reactants [Cl:1][C:2]1[CH:7]=[C:6]([F:8])[CH:5]=[CH:4][C:3]=1[CH:9]1[CH2:13][CH2:12][N:11]([CH2:14][C:15]([OH:17])=O)[C:10]1=[O:18].FC1C=CC(C2(C3C=CC(F)=CC=3)CCCN(CC(O)=O)C2=O)=CC=1.[F:44][C:45]1[CH:46]=[C:47]2[C:51](=[CH:52][CH:53]=1)[CH2:50][NH:49][CH2:48]2.C1(C2(C3C=CC=CC=3)CCNC2)C=CC=CC=1, predict the reaction product. The product is: [Cl:1][C:2]1[CH:7]=[C:6]([F:8])[CH:5]=[CH:4][C:3]=1[CH:9]1[CH2:13][CH2:12][N:11]([CH2:14][C:15]([N:49]2[CH2:48][C:47]3[C:51](=[CH:52][CH:53]=[C:45]([F:44])[CH:46]=3)[CH2:50]2)=[O:17])[C:10]1=[O:18]. (8) The product is: [F:7][C:8]1[CH:9]=[CH:10][C:11]2[S:24][C:23]3[CH:25]=[CH:26][CH:27]=[CH:28][C:22]=3[CH2:21][C:14]3([CH2:19][NH:18][CH2:17][CH2:16][O:15]3)[C:12]=2[CH:13]=1. Given the reactants [H-].[H-].[H-].[H-].[Li+].[Al+3].[F:7][C:8]1[CH:9]=[CH:10][C:11]2[S:24][C:23]3[CH:25]=[CH:26][CH:27]=[CH:28][C:22]=3[CH2:21][C:14]3([CH2:19][NH:18][C:17](=O)[CH2:16][O:15]3)[C:12]=2[CH:13]=1.O.C(OCC)C, predict the reaction product.